Dataset: Catalyst prediction with 721,799 reactions and 888 catalyst types from USPTO. Task: Predict which catalyst facilitates the given reaction. Reactant: C(Cl)(Cl)=O.[C:5]([Cl:19])(=[O:18])[C:6]1[C:7](=[CH:11][C:12](=[CH:16][CH:17]=1)[C:13]([Cl:15])=[O:14])[C:8]([Cl:10])=[O:9].C1(O)C=CC=CC=1.[C:27]([Cl:32])(=[O:31])[C:28](C)=[CH2:29].OC1C=CC(C(C2C=CC(O)=CC=2)(C)C)=CC=1.[OH-].[Na+].[H][H]. Product: [C:5]([Cl:19])(=[O:18])[C:6]1[C:7](=[CH:11][C:12](=[CH:16][CH:17]=1)[C:13]([Cl:15])=[O:14])[C:8]([Cl:10])=[O:9].[C:27]([Cl:32])(=[O:31])[CH:28]=[CH2:29]. The catalyst class is: 347.